This data is from Forward reaction prediction with 1.9M reactions from USPTO patents (1976-2016). The task is: Predict the product of the given reaction. (1) Given the reactants [CH3:1][S:2][CH2:3][CH2:4][CH2:5][OH:6].CCN(C(C)C)C(C)C.[CH3:16][S:17](Cl)(=[O:19])=[O:18], predict the reaction product. The product is: [CH3:16][S:17]([O:6][CH2:5][CH2:4][CH2:3][S:2][CH3:1])(=[O:19])=[O:18]. (2) Given the reactants [CH2:1]([C@H:8]1[C@@H:12]([C@H:13]2[CH2:17][C@@H:16]([OH:18])[CH2:15][N:14]2[C:19]([O:21][C:22]([CH3:25])([CH3:24])[CH3:23])=[O:20])[O:11][C:10]([CH3:27])([CH3:26])[N:9]1[C:28]([O:30][CH2:31][CH2:32][Si:33]([CH3:36])([CH3:35])[CH3:34])=[O:29])[C:2]1[CH:7]=[CH:6][CH:5]=[CH:4][CH:3]=1.C(N(CC)CC)C, predict the reaction product. The product is: [CH2:1]([C@H:8]1[C@@H:12]([C@H:13]2[CH2:17][C:16](=[O:18])[CH2:15][N:14]2[C:19]([O:21][C:22]([CH3:23])([CH3:24])[CH3:25])=[O:20])[O:11][C:10]([CH3:27])([CH3:26])[N:9]1[C:28]([O:30][CH2:31][CH2:32][Si:33]([CH3:36])([CH3:35])[CH3:34])=[O:29])[C:2]1[CH:7]=[CH:6][CH:5]=[CH:4][CH:3]=1. (3) The product is: [CH3:26][O:25][C:7]1[C:8]([CH3:24])=[C:9]2[C:4]([C:1]([OH:3])=[CH:2][C:11]([C:13]3[S:14][CH:15]=[C:16]([C:18]#[CH:19])[N:17]=3)=[N:10]2)=[CH:5][CH:6]=1. Given the reactants [C:1]([C:4]1[C:9]([NH:10][C:11]([C:13]2[S:14][CH:15]=[C:16]([C:18]#[C:19][Si](C)(C)C)[N:17]=2)=O)=[C:8]([CH3:24])[C:7]([O:25][CH3:26])=[CH:6][CH:5]=1)(=[O:3])[CH3:2].CC(C)([O-])C.[K+], predict the reaction product.